Dataset: NCI-60 drug combinations with 297,098 pairs across 59 cell lines. Task: Regression. Given two drug SMILES strings and cell line genomic features, predict the synergy score measuring deviation from expected non-interaction effect. (1) Drug 1: C1C(C(OC1N2C=C(C(=O)NC2=O)F)CO)O. Drug 2: CC1=C(C=C(C=C1)NC(=O)C2=CC=C(C=C2)CN3CCN(CC3)C)NC4=NC=CC(=N4)C5=CN=CC=C5. Cell line: OVCAR-5. Synergy scores: CSS=26.7, Synergy_ZIP=-5.48, Synergy_Bliss=-4.70, Synergy_Loewe=-27.7, Synergy_HSA=-2.99. (2) Drug 1: C1C(C(OC1N2C=NC3=C(N=C(N=C32)Cl)N)CO)O. Drug 2: CC(C)(C#N)C1=CC(=CC(=C1)CN2C=NC=N2)C(C)(C)C#N. Cell line: NCI-H322M. Synergy scores: CSS=-0.203, Synergy_ZIP=-0.353, Synergy_Bliss=-1.56, Synergy_Loewe=-4.03, Synergy_HSA=-3.96. (3) Drug 1: CC12CCC3C(C1CCC2=O)CC(=C)C4=CC(=O)C=CC34C. Drug 2: C(CC(=O)O)C(=O)CN.Cl. Cell line: ACHN. Synergy scores: CSS=33.3, Synergy_ZIP=5.19, Synergy_Bliss=6.51, Synergy_Loewe=-1.44, Synergy_HSA=5.49. (4) Drug 1: CC(CN1CC(=O)NC(=O)C1)N2CC(=O)NC(=O)C2. Drug 2: CN1C2=C(C=C(C=C2)N(CCCl)CCCl)N=C1CCCC(=O)O.Cl. Cell line: SK-MEL-5. Synergy scores: CSS=22.6, Synergy_ZIP=-1.50, Synergy_Bliss=4.26, Synergy_Loewe=-2.80, Synergy_HSA=1.26. (5) Drug 1: CC1=C2C(C(=O)C3(C(CC4C(C3C(C(C2(C)C)(CC1OC(=O)C(C(C5=CC=CC=C5)NC(=O)OC(C)(C)C)O)O)OC(=O)C6=CC=CC=C6)(CO4)OC(=O)C)OC)C)OC. Drug 2: CN1C2=C(C=C(C=C2)N(CCCl)CCCl)N=C1CCCC(=O)O.Cl. Cell line: OVCAR-8. Synergy scores: CSS=70.7, Synergy_ZIP=7.66, Synergy_Bliss=8.51, Synergy_Loewe=-9.05, Synergy_HSA=9.79. (6) Drug 1: C1=C(C(=O)NC(=O)N1)N(CCCl)CCCl. Drug 2: CCCCCOC(=O)NC1=NC(=O)N(C=C1F)C2C(C(C(O2)C)O)O. Cell line: UO-31. Synergy scores: CSS=18.2, Synergy_ZIP=-6.76, Synergy_Bliss=-4.20, Synergy_Loewe=-3.52, Synergy_HSA=-2.03.